Dataset: Forward reaction prediction with 1.9M reactions from USPTO patents (1976-2016). Task: Predict the product of the given reaction. (1) Given the reactants [OH:1][C:2]1[C:11]2[C:6](=[CH:7][CH:8]=[C:9]([O:12]C)[N:10]=2)[N:5]=[CH:4][C:3]=1[C:14](=[O:17])[CH2:15][CH3:16].C[Si](Cl)(C)C.[I-].[Na+].S([O-])([O-])(=O)=S.[Na+].[Na+], predict the reaction product. The product is: [OH:1][C:2]1[C:11]2[C:6](=[CH:7][CH:8]=[C:9]([OH:12])[N:10]=2)[N:5]=[CH:4][C:3]=1[C:14](=[O:17])[CH2:15][CH3:16]. (2) The product is: [CH3:1][CH2:2][O:3][C:4]1[CH:9]=[C:8]2[N:10]=[CH:11][C:12]([C:15]#[N:16])=[C:13]([Cl:21])[C:7]2=[CH:6][C:5]=1[NH:17][C:18]([CH3:20])=[O:19]. Given the reactants [CH3:1][CH2:2][O:3][C:4]1[CH:9]=[C:8]2[NH:10][CH:11]=[C:12]([C:15]#[N:16])[C:13](=O)[C:7]2=[CH:6][C:5]=1[NH:17][C:18]([CH3:20])=[O:19].[Cl:21]Cl, predict the reaction product. (3) The product is: [N+:14]([C:10]1[CH:9]=[C:8]([CH:13]=[CH:12][CH:11]=1)[CH2:7][CH2:6][N:23]1[CH2:28][CH2:27][CH2:26][CH2:25][CH2:24]1)([O-:16])=[O:15]. Given the reactants CS(O[CH2:6][CH2:7][C:8]1[CH:13]=[CH:12][CH:11]=[C:10]([N+:14]([O-:16])=[O:15])[CH:9]=1)(=O)=O.C(=O)([O-])[O-].[K+].[K+].[NH:23]1[CH2:28][CH2:27][CH2:26][CH2:25][CH2:24]1, predict the reaction product. (4) Given the reactants [F:1][C:2]1[CH:3]=[C:4]([C:11]2[S:15][C:14]([NH:16][C:17](=[O:23])[O:18][C:19]([CH3:22])([CH3:21])[CH3:20])=[N:13][N:12]=2)[CH:5]=[CH:6][C:7]=1[N+:8]([O-:10])=[O:9].C(=O)([O-])[O-].[Cs+].[Cs+].[F:30][C:31]([F:54])([F:53])[C:32]1[CH:52]=[CH:51][C:35]([CH2:36][C@H:37]2[CH2:41]OS(=O)(=O)[N:38]2[C:44]([O:46][C:47]([CH3:50])([CH3:49])[CH3:48])=[O:45])=[CH:34][CH:33]=1.Cl, predict the reaction product. The product is: [F:1][C:2]1[CH:3]=[C:4]([C:11]2[S:15][C:14]([N:16]([C:17]([O:18][C:19]([CH3:20])([CH3:22])[CH3:21])=[O:23])[CH2:41][C@@H:37]([NH:38][C:44](=[O:45])[O:46][C:47]([CH3:50])([CH3:49])[CH3:48])[CH2:36][C:35]3[CH:51]=[CH:52][C:32]([C:31]([F:54])([F:53])[F:30])=[CH:33][CH:34]=3)=[N:13][N:12]=2)[CH:5]=[CH:6][C:7]=1[N+:8]([O-:10])=[O:9]. (5) Given the reactants [F:1][C:2]1[CH:7]=[CH:6][C:5]([S:8]([C:11]([CH2:23][C:24]2[CH:25]=[N:26][CH:27]=[CH:28][CH:29]=2)([CH2:15][C:16]#[C:17][CH2:18][CH2:19][CH2:20][CH2:21][CH3:22])[C:12](O)=[O:13])(=[O:10])=[O:9])=[CH:4][CH:3]=1.Cl.[NH2:31][OH:32], predict the reaction product. The product is: [OH:32][NH:31][C:12](=[O:13])[C:11]([S:8]([C:5]1[CH:4]=[CH:3][C:2]([F:1])=[CH:7][CH:6]=1)(=[O:9])=[O:10])([CH2:23][C:24]1[CH:25]=[N:26][CH:27]=[CH:28][CH:29]=1)[CH2:15][C:16]#[C:17][CH2:18][CH2:19][CH2:20][CH2:21][CH3:22]. (6) Given the reactants [NH2:1][C:2]1[C:3]([C:10]([O:12][CH3:13])=[O:11])=[N:4][C:5](Br)=[C:6]([F:8])[CH:7]=1.[F:14][C:15]1[CH:20]=[C:19]([O:21][CH:22]2[CH2:27][CH2:26][O:25][CH2:24][CH2:23]2)[CH:18]=[C:17]([F:28])[C:16]=1B1OC(C)(C)C(C)(C)O1, predict the reaction product. The product is: [NH2:1][C:2]1[C:3]([C:10]([O:12][CH3:13])=[O:11])=[N:4][C:5]([C:16]2[C:17]([F:28])=[CH:18][C:19]([O:21][CH:22]3[CH2:23][CH2:24][O:25][CH2:26][CH2:27]3)=[CH:20][C:15]=2[F:14])=[C:6]([F:8])[CH:7]=1. (7) The product is: [NH2:16][C:11]1[N:10]=[C:9]([NH2:17])[C:8]([C:5]2[CH:4]=[CH:3][C:2]([NH:1][C:20](=[O:22])[C:19]([CH3:18])([CH3:26])[CH2:23][CH2:24][CH3:25])=[CH:7][CH:6]=2)=[C:13]([CH2:14][O:46][CH2:29][C:30]2[CH:35]=[CH:34][CH:33]=[CH:32][CH:31]=2)[N:12]=1. Given the reactants [NH2:1][C:2]1[CH:7]=[CH:6][C:5]([C:8]2[C:9]([NH2:17])=[N:10][C:11]([NH2:16])=[N:12][C:13]=2[CH2:14]C)=[CH:4][CH:3]=1.[CH3:18][C:19]([CH3:26])([CH2:23][CH2:24][CH3:25])[C:20]([OH:22])=O.C1[C:35]2[C:30](=[CH:31][CH:32]=[CH:33][CH:34]=2)[CH2:29]C1C(O)=O.CN(C([O:46]N1N=NC2C=CC=NC1=2)=[N+](C)C)C.F[P-](F)(F)(F)(F)F.CN(C(ON1N=NC2C=CC=CC1=2)=[N+](C)C)C.[B-](F)(F)(F)F, predict the reaction product.